From a dataset of Forward reaction prediction with 1.9M reactions from USPTO patents (1976-2016). Predict the product of the given reaction. (1) Given the reactants [CH2:1]([C:4]1[CH:9]=[N:8][CH:7]=[CH:6][N:5]=1)[CH2:2][CH3:3].C[Si]([N-][Si](C)(C)C)(C)C.[Na+].[C:20]([C:23]1[CH:30]=[CH:29][C:26]([C:27]#[N:28])=[CH:25][CH:24]=1)(=O)[CH3:21].C(=O)(O)[O-:32].[Na+], predict the reaction product. The product is: [CH2:2]([C:1]1[C:4]2[C:9](=[N:8][CH:7]=[CH:6][N:5]=2)[NH:28][C:27]=1[C:26]1[CH:29]=[CH:30][C:23]([CH2:20][CH:21]=[O:32])=[CH:24][CH:25]=1)[CH3:3]. (2) Given the reactants CC(C)(OC([N:7](C(OC(C)(C)C)=O)[C:8]1[CH:9]=[C:10]([C:15]2[N:19]=[C:18]([CH2:20][CH2:21][C:22]([CH3:28])([OH:27])[C:23]([F:26])([F:25])[F:24])[O:17][N:16]=2)[CH:11]=[CH:12][C:13]=1[CH3:14])=O)C.[H-].[Na+].CI.[C:41]([O-])([O-])=O.[Na+].[Na+], predict the reaction product. The product is: [CH3:14][C:13]1[CH:12]=[CH:11][C:10]([C:15]2[N:19]=[C:18]([CH2:20][CH2:21][C:22]([O:27][CH3:41])([CH3:28])[C:23]([F:25])([F:26])[F:24])[O:17][N:16]=2)=[CH:9][C:8]=1[NH2:7]. (3) Given the reactants [Cl:1][C:2]1[CH:3]=[CH:4][C:5]([O:18][CH2:19][C:20]2[CH:25]=[CH:24][CH:23]=[CH:22][CH:21]=2)=[C:6]([CH2:8][N:9]2[C:13]([CH3:14])=[CH:12][C:11]([C:15](O)=O)=[N:10]2)[CH:7]=1.[NH2:26][C:27]1[CH:28]=[C:29]([CH:34]=[CH:35][C:36]=1[NH2:37])[C:30]([O:32][CH3:33])=[O:31], predict the reaction product. The product is: [Cl:1][C:2]1[CH:3]=[CH:4][C:5]([O:18][CH2:19][C:20]2[CH:25]=[CH:24][CH:23]=[CH:22][CH:21]=2)=[C:6]([CH2:8][N:9]2[C:13]([CH3:14])=[CH:12][C:11]([C:15]3[NH:37][C:36]4[CH:35]=[CH:34][C:29]([C:30]([O:32][CH3:33])=[O:31])=[CH:28][C:27]=4[N:26]=3)=[N:10]2)[CH:7]=1.